From a dataset of Catalyst prediction with 721,799 reactions and 888 catalyst types from USPTO. Predict which catalyst facilitates the given reaction. (1) Reactant: [NH2:1][C:2]1[N:10]=[C:9]([NH:11][CH2:12][CH2:13][NH:14][C:15](=[O:21])[O:16][C:17]([CH3:20])([CH3:19])[CH3:18])[N:8]=[C:7]2[C:3]=1[N:4]=[CH:5][NH:6]2.Cl[Sn](Cl)(Cl)Cl.C(O[C@H:31]1[C@H:35]([O:36][C:37](=[O:39])[CH3:38])[C@H:34]([O:40][C:41](=[O:43])[CH3:42])[C@@H:33]([CH2:44][C@@H:45]([N:67]=[N+:68]=[N-:69])[CH2:46][CH2:47][C@H:48]([NH:56][S:57]([C:60]2[CH:65]=[CH:64][C:63]([CH3:66])=[CH:62][CH:61]=2)(=[O:59])=[O:58])[C:49]([O:51][C:52]([CH3:55])([CH3:54])[CH3:53])=[O:50])[O:32]1)(=O)C. Product: [C:37]([O:36][C@@H:35]1[C@H:34]([O:40][C:41](=[O:43])[CH3:42])[C@@H:33]([CH2:44][C@@H:45]([N:67]=[N+:68]=[N-:69])[CH2:46][CH2:47][C@H:48]([NH:56][S:57]([C:60]2[CH:65]=[CH:64][C:63]([CH3:66])=[CH:62][CH:61]=2)(=[O:58])=[O:59])[C:49]([O:51][C:52]([CH3:55])([CH3:54])[CH3:53])=[O:50])[O:32][C@H:31]1[N:6]1[CH:5]=[N:4][C:3]2[C:7]1=[N:8][C:9]([NH:11][CH2:12][CH2:13][NH:14][C:15]([O:16][C:17]([CH3:18])([CH3:20])[CH3:19])=[O:21])=[N:10][C:2]=2[NH2:1])(=[O:39])[CH3:38]. The catalyst class is: 68. (2) Reactant: [CH:1]1([C:8](=O)[CH:9]([C:15]2[C:20]([F:21])=[CH:19][C:18]([F:22])=[CH:17][C:16]=2[F:23])[C:10]([O:12]CC)=O)[CH2:7][CH2:6][CH2:5][CH2:4][CH2:3][CH2:2]1.[NH2:25][C:26]1[NH:27][CH:28]=[CH:29][N:30]=1.C(N(CCCC)CCCC)CCC. Product: [CH:1]1([C:8]2[N:27]3[CH:28]=[CH:29][N:30]=[C:26]3[N:25]=[C:10]([OH:12])[C:9]=2[C:15]2[C:16]([F:23])=[CH:17][C:18]([F:22])=[CH:19][C:20]=2[F:21])[CH2:2][CH2:3][CH2:4][CH2:5][CH2:6][CH2:7]1. The catalyst class is: 13. (3) Reactant: [CH3:1][C:2]1[CH:3]=[C:4]([CH:8]=[C:9]([CH3:13])[C:10]=1[O:11][CH3:12])[C:5]([OH:7])=O.C(Cl)(=O)C(Cl)=O.[CH3:20][C:21]1[S:22][C:23]([CH2:27][C:28]2[CH:33]=[CH:32][CH:31]=[CH:30][CH:29]=2)=[CH:24][C:25]=1[CH3:26].[Sn](Cl)(Cl)(Cl)Cl. Product: [CH2:27]([C:23]1[S:22][C:21]([CH3:20])=[C:25]([CH3:26])[C:24]=1[C:5]([C:4]1[CH:8]=[C:9]([CH3:13])[C:10]([O:11][CH3:12])=[C:2]([CH3:1])[CH:3]=1)=[O:7])[C:28]1[CH:29]=[CH:30][CH:31]=[CH:32][CH:33]=1. The catalyst class is: 306.